Dataset: Reaction yield outcomes from USPTO patents with 853,638 reactions. Task: Predict the reaction yield, written as a fraction of the theoretical maximum amount of product (1.0 means a 100% yield; for example, 0.34 means a 34% yield). (1) The reactants are [Mg].Br[C:3]1[CH:8]=[CH:7][CH:6]=[CH:5][C:4]=1[C:9]1[CH:14]=[CH:13][CH:12]=[CH:11][CH:10]=1.[Br:15][C:16]1[CH:28]=[CH:27][C:26]2[C:25]3[C:20](=[CH:21][CH:22]=[CH:23][CH:24]=3)[C:19](=[O:29])[C:18]=2[CH:17]=1. The catalyst is C(OCC)C. The product is [C:4]1([C:9]2[CH:14]=[CH:13][CH:12]=[CH:11][CH:10]=2)[CH:5]=[CH:6][CH:7]=[CH:8][C:3]=1[C:19]1([OH:29])[C:18]2[CH:17]=[C:16]([Br:15])[CH:28]=[CH:27][C:26]=2[C:25]2[C:20]1=[CH:21][CH:22]=[CH:23][CH:24]=2. The yield is 0.900. (2) The catalyst is CN(C)C=O.O. The product is [C:15]([NH:18][C:19]1[N:23]([C@@H:24]2[CH2:29][CH2:28][CH2:27][N:26]([C:30]([O:32][CH2:33][C:34]3[CH:39]=[CH:38][CH:37]=[CH:36][CH:35]=3)=[O:31])[CH2:25]2)[N:22]=[C:21]([C:40]2[CH:41]=[CH:42][C:43]([O:46][C:5]3[CH:4]=[CH:3][C:2]([Cl:1])=[CH:7][N:6]=3)=[CH:44][CH:45]=2)[C:20]=1[C:47]#[N:48])(=[O:17])[CH3:16]. The yield is 0.440. The reactants are [Cl:1][C:2]1[CH:3]=[CH:4][C:5](F)=[N:6][CH:7]=1.C([O-])([O-])=O.[Cs+].[Cs+].[C:15]([NH:18][C:19]1[N:23]([C@@H:24]2[CH2:29][CH2:28][CH2:27][N:26]([C:30]([O:32][CH2:33][C:34]3[CH:39]=[CH:38][CH:37]=[CH:36][CH:35]=3)=[O:31])[CH2:25]2)[N:22]=[C:21]([C:40]2[CH:45]=[CH:44][C:43]([OH:46])=[CH:42][CH:41]=2)[C:20]=1[C:47]#[N:48])(=[O:17])[CH3:16]. (3) The reactants are [C:1]([O:5][C:6]([N:8]1[CH2:12][CH2:11][CH2:10][C@@H:9]1[CH2:13][O:14][C:15]1[CH:20]=[CH:19][C:18]([CH2:21][C:22]2[CH:27]=[CH:26][C:25](I)=[CH:24][CH:23]=2)=[CH:17][CH:16]=1)=[O:7])([CH3:4])([CH3:3])[CH3:2].[S:29]1[CH:33]=[CH:32][CH:31]=[C:30]1B(O)O.C1(P(C2C=CC=CC=2)C2C=CC=CC=2)C=CC=CC=1.C(=O)([O-])[O-].[K+].[K+]. The catalyst is COCCOC.C([O-])(=O)C.[Pd+2].C([O-])(=O)C.O.C(O)C. The product is [C:1]([O:5][C:6]([N:8]1[CH2:12][CH2:11][CH2:10][C@@H:9]1[CH2:13][O:14][C:15]1[CH:20]=[CH:19][C:18]([CH2:21][C:22]2[C:27]([C:30]3[S:29][CH:33]=[CH:32][CH:31]=3)=[CH:26][CH:25]=[CH:24][CH:23]=2)=[CH:17][CH:16]=1)=[O:7])([CH3:4])([CH3:3])[CH3:2]. The yield is 0.750. (4) The reactants are Cl[C:2]1[CH:7]=[C:6](/[CH:8]=[CH:9]/[CH:10]([C:15]2[CH:20]=[C:19]([Cl:21])[CH:18]=[C:17]([Cl:22])[CH:16]=2)[C:11]([F:14])([F:13])[F:12])[CH:5]=[CH:4][C:3]=1[CH2:23][NH2:24].[C:25](OC(=O)C)(=[O:27])[CH3:26]. The catalyst is C(Cl)Cl.O. The product is [Cl:22][C:17]1[CH:16]=[C:15]([CH:10]([C:11]([F:14])([F:12])[F:13])/[CH:9]=[CH:8]/[C:6]2[CH:7]=[CH:2][C:3]([CH2:23][NH:24][C:25](=[O:27])[CH3:26])=[CH:4][CH:5]=2)[CH:20]=[C:19]([Cl:21])[CH:18]=1. The yield is 0.600. (5) The yield is 0.412. The catalyst is COCCOC.C(O)C.[Cl-].[Na+].O.C(OCC)(=O)C. The product is [CH:1]1([N:4]2[CH2:9][CH2:8][CH:7]([C:20]#[N:21])[CH2:6][CH2:5]2)[CH2:3][CH2:2]1. The reactants are [CH:1]1([N:4]2[CH2:9][CH2:8][C:7](=O)[CH2:6][CH2:5]2)[CH2:3][CH2:2]1.C1(C)C=CC(S([CH2:20][N+:21]#[C-])(=O)=O)=CC=1.CC(C)([O-])C.[K+].